Dataset: Reaction yield outcomes from USPTO patents with 853,638 reactions. Task: Predict the reaction yield, written as a fraction of the theoretical maximum amount of product (1.0 means a 100% yield; for example, 0.34 means a 34% yield). (1) The reactants are [CH3:1][O:2][C:3](=[O:15])[C:4]([C:7]1[CH:12]=[CH:11][C:10]([CH2:13]Br)=[CH:9][CH:8]=1)([CH3:6])[CH3:5].C(=O)(O)[O-:17].[Na+]. The catalyst is CS(C)=O. The product is [CH3:1][O:2][C:3](=[O:15])[C:4]([C:7]1[CH:12]=[CH:11][C:10]([CH:13]=[O:17])=[CH:9][CH:8]=1)([CH3:6])[CH3:5]. The yield is 0.860. (2) The yield is 0.960. The reactants are Cl[C:2]1[CH:7]=[C:6]([F:8])[CH:5]=[CH:4][N:3]=1.[CH2:9]([OH:12])[C:10]#[CH:11].C1(P(C2CCCCC2)C2C=CC=CC=2C2C(C(C)C)=CC(C(C)C)=CC=2C(C)C)CCCCC1.N#N.C(N(CC)CC)C. The product is [F:8][C:6]1[CH:5]=[CH:4][N:3]=[C:2]([C:11]#[C:10][CH2:9][OH:12])[CH:7]=1. The catalyst is CN1C(=O)CCC1.CC#N.CC#N.Cl[Pd]Cl. (3) The reactants are [CH3:1][C:2]1[O:6][N:5]=[C:4]([NH2:7])[CH:3]=1.[F:8][C:9]1[C:14]([CH:15]=O)=[C:13]([F:17])[CH:12]=[CH:11][C:10]=1[NH:18][S:19]([CH2:22][CH2:23][CH3:24])(=[O:21])=[O:20].C([SiH](CC)CC)C.FC(F)(F)C(O)=O. The catalyst is C(#N)C. The product is [F:8][C:9]1[C:14]([CH2:15][NH:7][C:4]2[CH:3]=[C:2]([CH3:1])[O:6][N:5]=2)=[C:13]([F:17])[CH:12]=[CH:11][C:10]=1[NH:18][S:19]([CH2:22][CH2:23][CH3:24])(=[O:21])=[O:20]. The yield is 0.480. (4) The reactants are [F:1][C:2]([F:14])([F:13])[O:3][C:4]1[CH:5]=[C:6]([CH:10]=[CH:11][CH:12]=1)[C:7]([OH:9])=O.C(Cl)(=O)C(Cl)=O.CN(C)C=O.[NH2:26][C:27]1[CH:28]=[C:29]([CH:48]=[CH:49][CH:50]=1)[O:30][C:31]1[CH:45]=[CH:44][C:34]2[N:35]=[C:36]([NH:38][C:39]([CH:41]3[CH2:43][CH2:42]3)=[O:40])[S:37][C:33]=2[C:32]=1[C:46]#[N:47]. The catalyst is O1CCCC1.C(OCC)(=O)C. The product is [C:46]([C:32]1[C:33]2[S:37][C:36]([NH:38][C:39]([CH:41]3[CH2:42][CH2:43]3)=[O:40])=[N:35][C:34]=2[CH:44]=[CH:45][C:31]=1[O:30][C:29]1[CH:28]=[C:27]([NH:26][C:7](=[O:9])[C:6]2[CH:10]=[CH:11][CH:12]=[C:4]([O:3][C:2]([F:1])([F:14])[F:13])[CH:5]=2)[CH:50]=[CH:49][CH:48]=1)#[N:47]. The yield is 0.590. (5) The reactants are FC(F)(F)C(O)=O.FC(F)(F)C(O)=O.Br[C:16]1[CH:17]=[C:18]([C:22]2([C:32]3[CH:37]=[CH:36][N:35]=[C:34]([O:38][CH:39]=[C:40]([F:42])[F:41])[CH:33]=3)[C:30]3[C:25](=[N:26][CH:27]=[CH:28][CH:29]=3)[C:24]([NH2:31])=[N:23]2)[CH:19]=[CH:20][CH:21]=1.[N:43]1[CH:48]=[C:47](B(O)O)[CH:46]=[N:45][CH:44]=1.C(=O)([O-])[O-].[Cs+].[Cs+]. The catalyst is C1C=CC(P(C2C=CC=CC=2)[C-]2C=CC=C2)=CC=1.C1C=CC(P(C2C=CC=CC=2)[C-]2C=CC=C2)=CC=1.Cl[Pd]Cl.[Fe+2].COCCOC.CCO.O. The product is [F:41][C:40]([F:42])=[CH:39][O:38][C:34]1[CH:33]=[C:32]([C:22]2([C:18]3[CH:19]=[CH:20][CH:21]=[C:16]([C:47]4[CH:48]=[N:43][CH:44]=[N:45][CH:46]=4)[CH:17]=3)[C:30]3[C:25](=[N:26][CH:27]=[CH:28][CH:29]=3)[C:24]([NH2:31])=[N:23]2)[CH:37]=[CH:36][N:35]=1. The yield is 0.600. (6) The reactants are [Cl:1][C:2]1[C:3]([O:12][C:13]2[CH:18]=[C:17]([O:19][CH2:20][CH2:21][O:22][CH3:23])[CH:16]=[CH:15][C:14]=2[CH2:24][CH2:25][C:26]([OH:28])=O)=[N:4][CH:5]=[C:6]([C:8]([F:11])([F:10])[F:9])[CH:7]=1.[CH3:29][CH:30]([CH3:37])[CH2:31][CH2:32][S:33]([NH2:36])(=[O:35])=[O:34].N12CCCN=C1CCCCC2. The yield is 0.220. The catalyst is O1CCCC1. The product is [Cl:1][C:2]1[C:3]([O:12][C:13]2[CH:18]=[C:17]([O:19][CH2:20][CH2:21][O:22][CH3:23])[CH:16]=[CH:15][C:14]=2[CH2:24][CH2:25][C:26]([NH:36][S:33]([CH2:32][CH2:31][CH:30]([CH3:37])[CH3:29])(=[O:35])=[O:34])=[O:28])=[N:4][CH:5]=[C:6]([C:8]([F:9])([F:10])[F:11])[CH:7]=1.